Predict the reaction yield, written as a fraction of the theoretical maximum amount of product (1.0 means a 100% yield; for example, 0.34 means a 34% yield). From a dataset of Reaction yield outcomes from USPTO patents with 853,638 reactions. (1) The reactants are [F:1][C:2]1[CH:7]=[CH:6][C:5]([CH:8]=O)=[CH:4][N:3]=1.[NH2:10][C:11]1[CH:29]=[CH:28][CH:27]=[CH:26][C:12]=1[C:13]([NH:15][C:16]1[CH:21]=[CH:20][C:19]([CH:22]([CH2:24][CH3:25])[CH3:23])=[CH:18][CH:17]=1)=[O:14]. The catalyst is CCO. The product is [CH:22]([C:19]1[CH:20]=[CH:21][C:16]([N:15]2[C:13](=[O:14])[C:12]3[C:11](=[CH:29][CH:28]=[CH:27][CH:26]=3)[N:10]=[C:8]2[C:5]2[CH:4]=[N:3][C:2]([F:1])=[CH:7][CH:6]=2)=[CH:17][CH:18]=1)([CH2:24][CH3:25])[CH3:23]. The yield is 0.150. (2) The reactants are [CH3:1][O-:2].[Na+].[Cl:4][C:5]1[N:10]=[C:9](Cl)[C:8]([NH2:12])=[CH:7][N:6]=1. The catalyst is CO. The product is [Cl:4][C:5]1[N:10]=[C:9]([O:2][CH3:1])[C:8]([NH2:12])=[CH:7][N:6]=1. The yield is 0.830. (3) The reactants are [CH2:1]([O:8][C:9]1[CH:10]=[C:11]([Br:19])[C:12]2[S:16][C:15]([NH2:17])=[N:14][C:13]=2[CH:18]=1)[C:2]1[CH:7]=[CH:6][CH:5]=[CH:4][CH:3]=1.[CH2:20]([N:22]=[C:23]=[O:24])[CH3:21]. The catalyst is O1CCOCC1. The product is [CH2:1]([O:8][C:9]1[CH:10]=[C:11]([Br:19])[C:12]2[S:16][C:15]([NH:17][C:23]([NH:22][CH2:20][CH3:21])=[O:24])=[N:14][C:13]=2[CH:18]=1)[C:2]1[CH:3]=[CH:4][CH:5]=[CH:6][CH:7]=1. The yield is 0.920. (4) The reactants are [CH3:1][O:2][C:3]1[CH:16]=[CH:15][CH:14]=[C:13]2[C:4]=1[O:5][C:6]1[CH:7]=[C:8]([O:19][CH2:20][CH:21]=[CH2:22])[CH:9]=[C:10]([OH:18])[C:11]=1[C:12]2=[O:17].[C:23](=O)([O-])[O-].[K+].[K+].CI. The catalyst is CN(C=O)C.C(OCC)(=O)C.S(=O)(=O)(O)O. The product is [CH3:1][O:2][C:3]1[CH:16]=[CH:15][CH:14]=[C:13]2[C:4]=1[O:5][C:6]1[CH:7]=[C:8]([O:19][CH2:20][CH:21]=[CH2:22])[CH:9]=[C:10]([O:18][CH3:23])[C:11]=1[C:12]2=[O:17]. The yield is 0.770. (5) The reactants are [C:1]1([N:7]2[C:11]([SH:12])=[N:10][N:9]=[N:8]2)[CH:6]=[CH:5][CH:4]=[CH:3][CH:2]=1.C1C(=O)N(Cl)C(=O)C1.[C:21]1([Zn]Br)[CH:26]=[CH:25][CH:24]=[CH:23][CH:22]=1. No catalyst specified. The product is [C:1]1([N:7]2[C:11]([S:12][C:21]3[CH:26]=[CH:25][CH:24]=[CH:23][CH:22]=3)=[N:10][N:9]=[N:8]2)[CH:2]=[CH:3][CH:4]=[CH:5][CH:6]=1. The yield is 0.800. (6) The reactants are CC1C=CC(S(O[CH2:12][C@H:13]2[O:21][C@H:20]3[C@H:16]([N:17]=[C:18]([N:22]4[CH2:25][CH2:24][CH2:23]4)[S:19]3)[C@@H:15]([OH:26])[C@@H:14]2[OH:27])(=O)=O)=CC=1.[CH:28]1([NH2:33])[CH2:32][CH2:31][CH2:30][CH2:29]1. No catalyst specified. The product is [N:22]1([C:18]2[S:19][C@H:20]3[O:21][C@H:13]([CH2:12][NH:33][CH:28]4[CH2:32][CH2:31][CH2:30][CH2:29]4)[C@@H:14]([OH:27])[C@H:15]([OH:26])[C@H:16]3[N:17]=2)[CH2:23][CH2:24][CH2:25]1. The yield is 0.110. (7) The reactants are [CH3:1][O:2][C:3]1[CH:8]=[CH:7][C:6]([N:9]2[CH2:14][CH2:13][N:12]([CH2:15][C:16]([CH3:21])([N+:18]([O-])=O)[CH3:17])[CH2:11][CH2:10]2)=[CH:5][CH:4]=1. The catalyst is [Pd].C(O)C. The product is [CH3:1][O:2][C:3]1[CH:4]=[CH:5][C:6]([N:9]2[CH2:10][CH2:11][N:12]([CH2:15][C:16]([NH2:18])([CH3:17])[CH3:21])[CH2:13][CH2:14]2)=[CH:7][CH:8]=1. The yield is 0.950. (8) The reactants are [C:1]([O:5][C:6](=[O:22])[N:7]([CH:9]1[CH2:21][CH2:20][C:12]2(OCC(C)(C)C[O:13]2)[CH2:11][CH2:10]1)[CH3:8])([CH3:4])([CH3:3])[CH3:2].CC1C=CC(S([O-])(=O)=O)=CC=1.C1C=C[NH+]=CC=1. The catalyst is CC(C)=O.O. The product is [C:1]([O:5][C:6](=[O:22])[N:7]([CH3:8])[CH:9]1[CH2:21][CH2:20][C:12](=[O:13])[CH2:11][CH2:10]1)([CH3:4])([CH3:3])[CH3:2]. The yield is 0.880. (9) The reactants are [CH2:1]([O:8][C:9]1[C:10](=[O:17])[CH:11]=[C:12]([CH2:15]Cl)[O:13][CH:14]=1)[C:2]1[CH:7]=[CH:6][CH:5]=[CH:4][CH:3]=1. The catalyst is [Zn]. The product is [CH2:1]([O:8][C:9]1[C:10](=[O:17])[CH:11]=[C:12]([CH3:15])[O:13][CH:14]=1)[C:2]1[CH:3]=[CH:4][CH:5]=[CH:6][CH:7]=1. The yield is 0.420.